From a dataset of HIV replication inhibition screening data with 41,000+ compounds from the AIDS Antiviral Screen. Binary Classification. Given a drug SMILES string, predict its activity (active/inactive) in a high-throughput screening assay against a specified biological target. (1) The molecule is Cc1ccc2c(c1)Nc1ccccc1P2(=O)O. The result is 0 (inactive). (2) The result is 0 (inactive). The molecule is Cc1nc(S)nc(O)c1CCl. (3) The compound is Cc1ccccc1N=O. The result is 0 (inactive). (4) The compound is COC(=O)C(=NNC(=S)NN)C(C(=O)C(=O)Nc1ccccc1C(N)=O)c1nc2ccccc2nc1O. The result is 0 (inactive).